From a dataset of Catalyst prediction with 721,799 reactions and 888 catalyst types from USPTO. Predict which catalyst facilitates the given reaction. (1) The catalyst class is: 7. Reactant: [Cl:1][C:2]1[C:3]2[N:4]([C:8]([CH:19]=[O:20])=[C:9]([C:11]3[CH:16]=[CH:15][CH:14]=[C:13]([O:17][CH3:18])[CH:12]=3)[N:10]=2)[CH:5]=[CH:6][CH:7]=1.[C:21]([Mg]Br)#[CH:22].O.CCOCC. Product: [Cl:1][C:2]1[C:3]2[N:4]([C:8]([CH:19]([OH:20])[C:21]#[CH:22])=[C:9]([C:11]3[CH:16]=[CH:15][CH:14]=[C:13]([O:17][CH3:18])[CH:12]=3)[N:10]=2)[CH:5]=[CH:6][CH:7]=1. (2) Reactant: [CH2:1]([O:8][C:9]1[C:14](=[O:15])[N:13]2[CH2:16][CH2:17][NH:18][C:19]([CH3:21])([CH3:20])[C:12]2=[N:11][C:10]=1[C:22]([NH:24][CH2:25][C:26]1[CH:31]=[CH:30][C:29]([F:32])=[CH:28][CH:27]=1)=[O:23])[C:2]1[CH:7]=[CH:6][CH:5]=[CH:4][CH:3]=1.C([O-])([O-])=O.[K+].[K+].Br[CH2:40][C:41]#[N:42]. Product: [CH2:1]([O:8][C:9]1[C:14](=[O:15])[N:13]2[CH2:16][CH2:17][N:18]([CH2:40][C:41]#[N:42])[C:19]([CH3:21])([CH3:20])[C:12]2=[N:11][C:10]=1[C:22]([NH:24][CH2:25][C:26]1[CH:27]=[CH:28][C:29]([F:32])=[CH:30][CH:31]=1)=[O:23])[C:2]1[CH:7]=[CH:6][CH:5]=[CH:4][CH:3]=1. The catalyst class is: 3.